From a dataset of M1 muscarinic receptor antagonist screen with 61,756 compounds. Binary Classification. Given a drug SMILES string, predict its activity (active/inactive) in a high-throughput screening assay against a specified biological target. (1) The drug is s1c(C(N2CCN(CC2)c2c(F)cccc2)c2cc(OC)c(OC)c(OC)c2)c(O)n2ncnc12. The result is 0 (inactive). (2) The drug is S(=O)(=O)(N1CCCCC1)c1ccc(NS(=O)(=O)c2sccc2)cc1. The result is 0 (inactive). (3) The drug is o1nc(nc1c1c(CCc2ccccc2)cccc1)c1ncccc1. The result is 0 (inactive). (4) The compound is O(c1c(cc(cc1C)c1ncccc1O)C)CC. The result is 0 (inactive). (5) The compound is S(c1n(CCN2CCOCC2)c(=O)c2c(n1)cccc2)C(CC)C(=O)NCc1cccnc1. The result is 0 (inactive). (6) The molecule is O1C23C(C(C1C=C3)C(O)=O)C(=O)N(C2)C1CCCC1. The result is 0 (inactive). (7) The compound is O=C(N1CCOCC1)C12CC3(CC(C2)CC(C3)C1)C(=O)N1CCOCC1. The result is 0 (inactive). (8) The molecule is O=C/1N(CC=C)C(=O)NC(=O)C1=C(\Nc1c(NC(=O)CC)cccc1)CC. The result is 0 (inactive).